This data is from CYP2C19 inhibition data for predicting drug metabolism from PubChem BioAssay. The task is: Regression/Classification. Given a drug SMILES string, predict its absorption, distribution, metabolism, or excretion properties. Task type varies by dataset: regression for continuous measurements (e.g., permeability, clearance, half-life) or binary classification for categorical outcomes (e.g., BBB penetration, CYP inhibition). Dataset: cyp2c19_veith. (1) The molecule is CCN1C(=O)[C@H]2CC[C@H]3/C(=N\O[C@@H]4O[C@H](COC(C)=O)[C@@H](OC(C)=O)[C@H](OC(C)=O)[C@H]4OC(C)=O)C[C@@H](O)[C@@H](O)[C@@H]3[C@@H]2C1=O. The result is 0 (non-inhibitor). (2) The drug is C[C@H]1C/C=C\C=C/C=C\C=C[C@@H](O[C@H]2O[C@@H](C)[C@@H](O)[C@@H](N)[C@@H]2O)C[C@@H]2O[C@](O)(C[C@@H](O)C[C@H]3O[C@@H]3/C=C\C(=O)O1)C[C@@H](O)[C@H]2C(=O)O. The result is 0 (non-inhibitor). (3) The molecule is COc1ccc(/C(O)=C2/C(=O)C(=O)N(CCN3CCOCC3)C2c2ccc(C)cc2)cc1. The result is 0 (non-inhibitor). (4) The molecule is C[C@@H]1O[C@H](O[C@@H]2[C@@H](Oc3cc(O)c4c(c3)O[C@H](c3ccc(O)cc3)CC4=O)O[C@@H](CO)[C@@H](O)[C@H]2O)[C@@H](O)[C@H](O)[C@@H]1O.O. The result is 0 (non-inhibitor). (5) The drug is CC(C)N(C(=O)CSc1nc2ccccc2n1-c1ccccc1)C(C)C. The result is 1 (inhibitor). (6) The compound is CCNc1nc(Sc2ccc(C)cc2)cc(C(F)(F)F)n1. The result is 1 (inhibitor). (7) The compound is COc1cccc(-c2cncnc2NCc2cccs2)c1. The result is 1 (inhibitor). (8) The drug is Cc1ccc(NC(=O)CN(Cc2ccccc2)S(C)(=O)=O)cc1C. The result is 1 (inhibitor). (9) The compound is CN1CCCCC1=NCCCn1cnc2c1c(=O)n(C)c(=O)n2C.Cl. The result is 0 (non-inhibitor). (10) The drug is CS(=O)(=O)O.N=C(N)SCCc1ccncc1. The result is 0 (non-inhibitor).